Dataset: Full USPTO retrosynthesis dataset with 1.9M reactions from patents (1976-2016). Task: Predict the reactants needed to synthesize the given product. Given the product [CH3:11][O:12][CH:13]([O:24][CH3:25])[C:14]1[CH:23]=[CH:4][C:3]2[C:2](=[N:9][C:8]([CH3:10])=[CH:7][CH:6]=2)[N:1]=1, predict the reactants needed to synthesize it. The reactants are: [NH2:1][C:2]1[N:9]=[C:8]([CH3:10])[CH:7]=[CH:6][C:3]=1[CH:4]=O.[CH3:11][O:12][CH:13]([O:24][CH3:25])[C:14]1[CH:23]=CC2C(=NC=CC=2)N=1.